Regression. Given a peptide amino acid sequence and an MHC pseudo amino acid sequence, predict their binding affinity value. This is MHC class II binding data. From a dataset of Peptide-MHC class II binding affinity with 134,281 pairs from IEDB. (1) The peptide sequence is SGMAEATSLDTMAQM. The MHC is DRB1_0901 with pseudo-sequence DRB1_0901. The binding affinity (normalized) is 0.425. (2) The peptide sequence is GELQIVDKIDAAFKS. The MHC is DRB1_1101 with pseudo-sequence DRB1_1101. The binding affinity (normalized) is 0.549. (3) The peptide sequence is KDWTDGSRGYRLQRN. The MHC is DRB1_0101 with pseudo-sequence DRB1_0101. The binding affinity (normalized) is 0.583. (4) The peptide sequence is RDKFLANVSTVLTGK. The MHC is DRB1_1602 with pseudo-sequence DRB1_1602. The binding affinity (normalized) is 0.822. (5) The peptide sequence is LYKLHGGHVSCRVKL. The MHC is DRB1_1302 with pseudo-sequence DRB1_1302. The binding affinity (normalized) is 0.285. (6) The peptide sequence is DDVLAILPIEDLKAL. The MHC is HLA-DQA10102-DQB10602 with pseudo-sequence HLA-DQA10102-DQB10602. The binding affinity (normalized) is 0.561. (7) The peptide sequence is MTSRFMTDPHAMRDM. The MHC is DRB1_1501 with pseudo-sequence DRB1_1501. The binding affinity (normalized) is 0.146. (8) The peptide sequence is HYPLHLRYYRITYGE. The MHC is DRB1_1602 with pseudo-sequence DRB1_1602. The binding affinity (normalized) is 0.459.